This data is from Full USPTO retrosynthesis dataset with 1.9M reactions from patents (1976-2016). The task is: Predict the reactants needed to synthesize the given product. (1) The reactants are: [CH2:1]([O:8][C:9]([NH:11][C@H:12]1[CH2:16][CH2:15][N:14]([C@H:17]2[CH2:22][CH2:21][C@@H:20]([NH:23][C:24]([CH3:27])([CH3:26])[CH3:25])[CH2:19][C@H:18]2[NH:28]C(=O)OCC[Si](C)(C)C)[C:13]1=[O:38])=[O:10])[C:2]1[CH:7]=[CH:6][CH:5]=[CH:4][CH:3]=1.FC(F)(F)C(O)=O. Given the product [NH2:28][C@@H:18]1[CH2:19][C@H:20]([NH:23][C:24]([CH3:27])([CH3:26])[CH3:25])[CH2:21][CH2:22][C@@H:17]1[N:14]1[CH2:15][CH2:16][C@H:12]([NH:11][C:9](=[O:10])[O:8][CH2:1][C:2]2[CH:3]=[CH:4][CH:5]=[CH:6][CH:7]=2)[C:13]1=[O:38], predict the reactants needed to synthesize it. (2) Given the product [NH:7]1[C:15]2[C:10](=[CH:11][C:12]([CH2:16][OH:17])=[CH:13][CH:14]=2)[CH:9]=[CH:8]1, predict the reactants needed to synthesize it. The reactants are: [H-].[Al+3].[Li+].[H-].[H-].[H-].[NH:7]1[C:15]2[C:10](=[CH:11][C:12]([C:16](OC)=[O:17])=[CH:13][CH:14]=2)[CH:9]=[CH:8]1. (3) The reactants are: [F:1][C:2]1[CH:7]=[CH:6][C:5]([F:8])=[CH:4][C:3]=1[C@H:9]1[CH2:13][CH2:12][CH2:11][N:10]1[C:14]1[CH:19]=[CH:18][N:17]2[N:20]=[CH:21][C:22]([C:23]([N:25]3[CH2:30][CH2:29][CH:28]([C:31]([O:33]CC)=[O:32])[CH2:27][CH2:26]3)=[O:24])=[C:16]2[N:15]=1.[Li+].[OH-]. Given the product [F:1][C:2]1[CH:7]=[CH:6][C:5]([F:8])=[CH:4][C:3]=1[C@H:9]1[CH2:13][CH2:12][CH2:11][N:10]1[C:14]1[CH:19]=[CH:18][N:17]2[N:20]=[CH:21][C:22]([C:23]([N:25]3[CH2:26][CH2:27][CH:28]([C:31]([OH:33])=[O:32])[CH2:29][CH2:30]3)=[O:24])=[C:16]2[N:15]=1, predict the reactants needed to synthesize it. (4) Given the product [BrH:18].[NH2:2][C@@H:3]([C@@H:14]([CH3:17])[CH2:15][CH3:16])[C:4]([N:6]1[CH2:10][C@@H:9]([F:11])[CH2:8][C@H:7]1[C:12]#[N:13])=[O:5], predict the reactants needed to synthesize it. The reactants are: Cl.[NH2:2][C@@H:3]([C@@H:14]([CH3:17])[CH2:15][CH3:16])[C:4]([N:6]1[CH2:10][C@@H:9]([F:11])[CH2:8][C@H:7]1[C:12]#[N:13])=[O:5].[BrH:18].CCCCC. (5) Given the product [F:14][C:2]1[C:11]2[C:6](=[CH:7][C:8]([O:12][CH3:13])=[CH:9][CH:10]=2)[CH:5]=[CH:4][N:3]=1, predict the reactants needed to synthesize it. The reactants are: Cl[C:2]1[C:11]2[C:6](=[CH:7][C:8]([O:12][CH3:13])=[CH:9][CH:10]=2)[CH:5]=[CH:4][N:3]=1.[F-:14].[Cs+].CS(C)=O. (6) Given the product [CH2:1]([O:8][C:9]1[CH:10]=[C:11]2[C:16](=[CH:17][CH:18]=1)[CH2:15][CH:14]([C:19]([C:21]1[O:22][C:23]([C:26]3[N:31]=[C:30]([C:32]([OH:34])=[O:33])[CH:29]=[CH:28][CH:27]=3)=[CH:24][N:25]=1)=[O:20])[CH2:13][CH2:12]2)[C:2]1[CH:3]=[CH:4][CH:5]=[CH:6][CH:7]=1, predict the reactants needed to synthesize it. The reactants are: [CH2:1]([O:8][C:9]1[CH:10]=[C:11]2[C:16](=[CH:17][CH:18]=1)[CH2:15][CH:14]([C:19]([C:21]1[O:22][C:23]([C:26]3[N:31]=[C:30]([C:32]([O:34]C)=[O:33])[CH:29]=[CH:28][CH:27]=3)=[CH:24][N:25]=1)=[O:20])[CH2:13][CH2:12]2)[C:2]1[CH:7]=[CH:6][CH:5]=[CH:4][CH:3]=1. (7) Given the product [C:4]([CH2:5][O:6][C:7]1[CH:11]=[C:10]([C:12]([OH:14])=[O:13])[O:9][N:8]=1)([OH:16])=[O:3], predict the reactants needed to synthesize it. The reactants are: C([O:3][C:4](=[O:16])[CH2:5][O:6][C:7]1[CH:11]=[C:10]([C:12]([O:14]C)=[O:13])[O:9][N:8]=1)C.[OH-].[Na+].